From a dataset of Forward reaction prediction with 1.9M reactions from USPTO patents (1976-2016). Predict the product of the given reaction. (1) Given the reactants [S:1]1[C:5]([CH:6]=O)=[CH:4][N:3]=[CH:2]1.[Br-].C(CCCCCCCC[P+]([C:33]1[CH:38]=[CH:37][CH:36]=[CH:35][CH:34]=1)(C1C=CC=CC=1)C1C=CC=CC=1)(O)=O.S1C(C=CCCCCCCCC(O)=O)=CN=C1.S1C(C=CCCCCCCCC(Cl)=O)=CN=C1.Cl.Cl.C(OC(=O)C[C@@H](N)CN(C)C)C1C=CC=CC=1.[CH2:92]([O:99][C:100](=[O:127])[CH2:101][C@@H:102]([NH:107][C:108](=[O:126])[CH2:109][CH2:110][CH2:111][CH2:112][CH2:113][CH2:114][CH2:115][CH:116]=CC1C=CC=C(F)C=1F)[CH2:103][N:104]([CH3:106])[CH3:105])C1C=CC=CC=1.C([SiH](CC)CC)C.FC(F)(F)C(O)=O, predict the reaction product. The product is: [CH2:92]([O:99][C:100](=[O:127])[CH2:101][CH:102]([NH:107][C:108](=[O:126])[CH2:109][CH2:110][CH2:111][CH2:112][CH2:113][CH2:114][CH2:115][CH2:116][CH2:6][C:5]1[S:1][CH:2]=[N:3][CH:4]=1)[CH2:103][N:104]([CH3:105])[CH3:106])[C:33]1[CH:34]=[CH:35][CH:36]=[CH:37][CH:38]=1. (2) Given the reactants [CH2:1]([CH:5]1[CH2:14][CH2:13][C:12]2[C:7](=[CH:8][CH:9]=[C:10]([O:15][CH3:16])[CH:11]=2)[C:6]1=[O:17])[CH2:2][CH2:3][CH3:4].N12CCCN=C1CCCCC2.[CH:29]([C:31]([CH3:33])=[O:32])=[CH2:30], predict the reaction product. The product is: [CH2:1]([C:5]1([CH2:30][CH2:29][C:31](=[O:32])[CH3:33])[CH2:14][CH2:13][C:12]2[C:7](=[CH:8][CH:9]=[C:10]([O:15][CH3:16])[CH:11]=2)[C:6]1=[O:17])[CH2:2][CH2:3][CH3:4]. (3) Given the reactants COC1C=CC(C[N:8]2[C:17](=[O:18])[C:16]3[N:15]=[CH:14][C:13]([CH3:19])=[C:12]([C:20]4[CH:21]=[C:22]5[C:27](=[CH:28][CH:29]=4)[N:26]=[C:25]([NH:30][CH3:31])[N:24]=[CH:23]5)[C:11]=3[CH:10]=[CH:9]2)=CC=1.C(O)(C(F)(F)F)=O.Cl, predict the reaction product. The product is: [CH3:19][C:13]1[CH:14]=[N:15][C:16]2[C:17](=[O:18])[NH:8][CH:9]=[CH:10][C:11]=2[C:12]=1[C:20]1[CH:21]=[C:22]2[C:27](=[CH:28][CH:29]=1)[N:26]=[C:25]([NH:30][CH3:31])[N:24]=[CH:23]2. (4) The product is: [C:1]([O:4][CH2:5][C:6]1[N:7]([C:8]2[CH:13]=[CH:12][C:11]([C:14]([F:17])([F:16])[F:15])=[CH:10][N:9]=2)[N:44]=[N:43][N:42]=1)(=[O:3])[CH3:2]. Given the reactants [C:1]([O:4][CH2:5][C:6](=O)[NH:7][C:8]1[CH:13]=[CH:12][C:11]([C:14]([F:17])([F:16])[F:15])=[CH:10][N:9]=1)(=[O:3])[CH3:2].C1(P(C2C=CC=CC=2)C2C=CC=CC=2)C=CC=CC=1.C[Si]([N:42]=[N+:43]=[N-:44])(C)C, predict the reaction product. (5) The product is: [CH3:12][C:4]1[CH:3]=[C:2]([C:15]([C:14]([F:21])([F:20])[F:13])=[CH2:16])[CH:7]=[C:6]([CH3:8])[C:5]=1[N+:9]([O-:11])=[O:10]. Given the reactants Br[C:2]1[CH:3]=[C:4]([CH3:12])[C:5]([N+:9]([O-:11])=[O:10])=[C:6]([CH3:8])[CH:7]=1.[F:13][C:14]([F:21])([F:20])[C:15](B(O)O)=[CH2:16].C(=O)([O-])[O-].[K+].[K+], predict the reaction product. (6) Given the reactants [NH2:1][C:2]1[CH:10]=[C:9]([F:11])[C:8]([Cl:12])=[CH:7][C:3]=1[C:4](O)=[O:5].B.C1COCC1.[Na+].[Cl-], predict the reaction product. The product is: [NH2:1][C:2]1[CH:10]=[C:9]([F:11])[C:8]([Cl:12])=[CH:7][C:3]=1[CH2:4][OH:5].